This data is from Forward reaction prediction with 1.9M reactions from USPTO patents (1976-2016). The task is: Predict the product of the given reaction. (1) Given the reactants [CH:1]1([C:4]2[CH:5]=[CH:6][C:7]([C:15]([OH:17])=O)=[N:8][C:9]=2[O:10][CH2:11][CH:12]2[CH2:14][CH2:13]2)[CH2:3][CH2:2]1.Cl.[CH3:19][C:20]1[O:24][N:23]=[C:22]([C:25]2([NH2:29])[CH2:28][CH2:27][CH2:26]2)[N:21]=1, predict the reaction product. The product is: [CH:1]1([C:4]2[CH:5]=[CH:6][C:7]([C:15]([NH:29][C:25]3([C:22]4[N:21]=[C:20]([CH3:19])[O:24][N:23]=4)[CH2:28][CH2:27][CH2:26]3)=[O:17])=[N:8][C:9]=2[O:10][CH2:11][CH:12]2[CH2:13][CH2:14]2)[CH2:2][CH2:3]1. (2) Given the reactants [CH3:1][C:2]1[CH:3]=[C:4]([CH:7]=[CH:8][C:9]=1[O:10][CH3:11])[CH:5]=O.[N:12]([CH2:15][C:16]([O:18][CH3:19])=[O:17])=[N+:13]=[N-:14].CO[Na].[Cl-].[NH4+], predict the reaction product. The product is: [N:12]([C:15](=[CH:5][C:4]1[CH:7]=[CH:8][C:9]([O:10][CH3:11])=[C:2]([CH3:1])[CH:3]=1)[C:16]([O:18][CH3:19])=[O:17])=[N+:13]=[N-:14]. (3) Given the reactants [CH2:1]([C:9]1[CH:14]=[CH:13][C:12]([N:15](C)[C:16](=O)OC(C)(C)C)=[CH:11][CH:10]=1)[CH2:2][CH2:3][CH2:4][CH2:5][CH2:6][CH2:7][CH3:8], predict the reaction product. The product is: [CH3:16][NH:15][C:12]1[CH:13]=[CH:14][C:9]([CH2:1][CH2:2][CH2:3][CH2:4][CH2:5][CH2:6][CH2:7][CH3:8])=[CH:10][CH:11]=1. (4) Given the reactants [NH:1]1[CH2:6][CH2:5][CH:4]([N:7]2[C:11]3[CH:12]=[CH:13][CH:14]=[CH:15][C:10]=3[NH:9][C:8]2=[O:16])[CH2:3][CH2:2]1.[CH3:17][N:18]([CH:20]=O)[CH3:19].[C:22](#[N:24])C, predict the reaction product. The product is: [N:24]1[CH:22]=[C:17]([CH2:11][CH2:10][CH2:15][N:1]2[CH2:2][CH2:3][CH:4]([N:7]3[C:11]4[CH:12]=[CH:13][CH:14]=[CH:15][C:10]=4[NH:9][C:8]3=[O:16])[CH2:5][CH2:6]2)[N:18]2[CH:20]=[CH:4][CH:3]=[CH:2][C:19]=12. (5) Given the reactants Br[C:2]1[CH:3]=[C:4]([C:8]([OH:14])([CH3:13])[C:9]([F:12])([F:11])[F:10])[CH:5]=[N:6][CH:7]=1.CC1(C)C2[C:37](=C(P(C3C=CC=CC=3)C3C=CC=CC=3)C=CC=2)[O:36][C:18]2C(P(C3C=CC=CC=3)C3C=CC=CC=3)=CC=CC1=2.C[OH:58].C(N(CC)CC)C, predict the reaction product. The product is: [F:10][C:9]([F:12])([F:11])[C:8]([C:4]1[CH:3]=[C:2]([C:18]([O:36][CH3:37])=[O:58])[CH:7]=[N:6][CH:5]=1)([OH:14])[CH3:13]. (6) The product is: [C:1]([O:5][C:6](=[O:24])/[CH:7]=[CH:32]\[C:28]1[S:29][C:30]([Br:31])=[C:26]([Br:25])[CH:27]=1)([CH3:2])([CH3:3])[CH3:4]. Given the reactants [C:1]([O:5][C:6](=[O:24])[CH2:7]P(OC1C=CC=CC=1)(OC1C=CC=CC=1)=O)([CH3:4])([CH3:3])[CH3:2].[Br:25][C:26]1[CH:27]=[C:28]([CH:32]=O)[S:29][C:30]=1[Br:31], predict the reaction product.